Dataset: Forward reaction prediction with 1.9M reactions from USPTO patents (1976-2016). Task: Predict the product of the given reaction. (1) Given the reactants [Cl:1][C:2]1[CH:3]=[N:4][CH:5]=[C:6]([Cl:27])[C:7]=1[NH:8][C:9]1[S:10][C:11]2[C:17]3[CH2:18][C:19]([CH3:22])([CH3:21])[O:20][C:16]=3[C:15]([C:23]([O:25]C)=[O:24])=[CH:14][C:12]=2[N:13]=1.[OH-].[Na+], predict the reaction product. The product is: [Cl:1][C:2]1[CH:3]=[N:4][CH:5]=[C:6]([Cl:27])[C:7]=1[NH:8][C:9]1[S:10][C:11]2[C:17]3[CH2:18][C:19]([CH3:22])([CH3:21])[O:20][C:16]=3[C:15]([C:23]([OH:25])=[O:24])=[CH:14][C:12]=2[N:13]=1. (2) The product is: [F:23][C:24]1[CH:31]=[CH:30][C:27]([CH2:28][NH:29][C:19]([C:3]2[C:2]([OH:1])=[C:6]3[C:7](=[O:18])[N:8]([CH3:17])[CH2:9][CH:10]([C:11]4[CH:12]=[N:13][CH:14]=[CH:15][CH:16]=4)[N:5]3[N:4]=2)=[O:20])=[CH:26][CH:25]=1. Given the reactants [OH:1][C:2]1[C:3]([C:19](OC)=[O:20])=[N:4][N:5]2[CH:10]([C:11]3[CH:12]=[N:13][CH:14]=[CH:15][CH:16]=3)[CH2:9][N:8]([CH3:17])[C:7](=[O:18])[C:6]=12.[F:23][C:24]1[CH:31]=[CH:30][C:27]([CH2:28][NH2:29])=[CH:26][CH:25]=1, predict the reaction product. (3) Given the reactants [OH:1][CH:2]([C:11]1[CH:23]=[CH:22][C:14]([C:15]([O:17][C:18]([CH3:21])([CH3:20])[CH3:19])=[O:16])=[CH:13][C:12]=1[C:24]([N:26]1[CH2:35][CH2:34][C:33]2[C:28](=[CH:29][CH:30]=[CH:31][CH:32]=2)[CH2:27]1)=[O:25])[CH:3]([N+:8]([O-:10])=[O:9])[CH2:4]CCC.C(C1C=CC(C(OC(C)(C)C)=O)=CC=1C(N1CCC2C(=CC=CC=2)C1)=O)=O.[N+](CC)([O-])=O, predict the reaction product. The product is: [OH:1][CH:2]([C:11]1[CH:23]=[CH:22][C:14]([C:15]([O:17][C:18]([CH3:21])([CH3:19])[CH3:20])=[O:16])=[CH:13][C:12]=1[C:24]([N:26]1[CH2:35][CH2:34][C:33]2[C:28](=[CH:29][CH:30]=[CH:31][CH:32]=2)[CH2:27]1)=[O:25])[CH:3]([N+:8]([O-:10])=[O:9])[CH3:4]. (4) Given the reactants Cl.[CH3:2][O:3][C:4]1[CH:5]=[C:6]([C:12]2[C:13]([CH3:25])([CH3:24])[C:14](=[O:23])[N:15]([CH:17]3[CH2:22][CH2:21][NH:20][CH2:19][CH2:18]3)[N:16]=2)[CH:7]=[CH:8][C:9]=1[O:10][CH3:11].[N:26]1[C:35]2[C:30](=[CH:31][CH:32]=[CH:33][CH:34]=2)[CH:29]=[CH:28][C:27]=1[C:36](O)=[O:37], predict the reaction product. The product is: [CH3:2][O:3][C:4]1[CH:5]=[C:6]([C:12]2[C:13]([CH3:25])([CH3:24])[C:14](=[O:23])[N:15]([CH:17]3[CH2:22][CH2:21][N:20]([C:36]([C:27]4[CH:28]=[CH:29][C:30]5[C:35](=[CH:34][CH:33]=[CH:32][CH:31]=5)[N:26]=4)=[O:37])[CH2:19][CH2:18]3)[N:16]=2)[CH:7]=[CH:8][C:9]=1[O:10][CH3:11]. (5) Given the reactants [CH3:1][O:2][C:3](=[O:18])[C:4]1[CH:9]=[CH:8][C:7]([N+:10]([O-:12])=[O:11])=[C:6](/[CH:13]=C/N(C)C)[CH:5]=1.C1C[O:22]CC1.O, predict the reaction product. The product is: [CH3:1][O:2][C:3](=[O:18])[C:4]1[CH:9]=[CH:8][C:7]([N+:10]([O-:12])=[O:11])=[C:6]([CH:13]=[O:22])[CH:5]=1. (6) Given the reactants Br[C:2]1[CH:3]=[C:4]2[C:9](=[C:10]([CH:12]([CH3:14])[CH3:13])[CH:11]=1)[O:8][C:7]([CH2:17][CH3:18])([CH2:15][CH3:16])[CH2:6][C:5]2([CH3:20])[CH3:19].C(N(CC)CC)C.O1CCCC1.[CH3:33][Si:34]([C:37]#[CH:38])([CH3:36])[CH3:35], predict the reaction product. The product is: [CH2:15]([C:7]1([CH2:17][CH3:18])[CH2:6][C:5]([CH3:20])([CH3:19])[C:4]2[C:9](=[C:10]([CH:12]([CH3:14])[CH3:13])[CH:11]=[C:2]([C:38]#[C:37][Si:34]([CH3:36])([CH3:35])[CH3:33])[CH:3]=2)[O:8]1)[CH3:16]. (7) Given the reactants [F:1][C:2]([F:27])([F:26])[C:3]1[CH:4]=[C:5]([NH:9][C:10](=[O:25])[CH2:11][C:12]([NH:14][C:15]2[CH:20]=[CH:19][CH:18]=[C:17]([C:21]([F:24])([F:23])[F:22])[CH:16]=2)=[O:13])[CH:6]=[CH:7][CH:8]=1.[CH3:28][N:29]([CH3:38])[C:30]1[CH:37]=[CH:36][C:33]([CH:34]=O)=[CH:32][CH:31]=1, predict the reaction product. The product is: [F:1][C:2]([F:26])([F:27])[C:3]1[CH:4]=[C:5]([NH:9][C:10](=[O:25])[C:11](=[CH:34][C:33]2[CH:36]=[CH:37][C:30]([N:29]([CH3:38])[CH3:28])=[CH:31][CH:32]=2)[C:12]([NH:14][C:15]2[CH:20]=[CH:19][CH:18]=[C:17]([C:21]([F:24])([F:23])[F:22])[CH:16]=2)=[O:13])[CH:6]=[CH:7][CH:8]=1. (8) Given the reactants C(C1C=C(CCC2C=CN3C(=O)C(/[CH:24]=[CH:25]/[C:26]([OH:28])=[O:27])=C(N4CCOCC4)N=C3C=2)SC=1)C.[CH:32]([O:34][CH:35]1[CH2:40][CH2:39][CH2:38][N:37]([C:41]2[N:42]=[C:43]3[CH:53]=[C:52]([C:54]([NH:56][C:57]4[S:58][CH:59]=[C:60]([CH:62]5[CH2:65][CH2:64][CH2:63]5)[N:61]=4)=[O:55])[CH:51]=[CH:50][N:44]3[C:45](=[O:49])[C:46]=2C=O)[CH2:36]1)=[O:33], predict the reaction product. The product is: [CH:62]1([C:60]2[N:61]=[C:57]([NH:56][C:54]([C:52]3[CH:51]=[CH:50][N:44]4[C:45](=[O:49])[C:46](/[CH:24]=[CH:25]/[C:26]([O:28][C:52]([CH3:54])([CH3:53])[CH3:51])=[O:27])=[C:41]([N:37]5[CH2:38][CH2:39][CH2:40][CH:35]([O:34][CH:32]=[O:33])[CH2:36]5)[N:42]=[C:43]4[CH:53]=3)=[O:55])[S:58][CH:59]=2)[CH2:63][CH2:64][CH2:65]1. (9) Given the reactants [CH3:1][C:2]1[N:6]=[C:5]([CH3:7])[N:4]([C:8]2[C:9]([CH3:25])=[N:10][N:11]3[C:15]([C:16]4[CH:21]=[CH:20][C:19]([OH:22])=[CH:18][C:17]=4[CH3:23])=[C:14]([CH3:24])[O:13][C:12]=23)[N:3]=1.C(=O)([O-])[O-].[K+].[K+].Cl[C:33]([F:39])([F:38])C(OC)=O, predict the reaction product. The product is: [F:38][CH:33]([F:39])[O:22][C:19]1[CH:20]=[CH:21][C:16]([C:15]2[N:11]3[N:10]=[C:9]([CH3:25])[C:8]([N:4]4[C:5]([CH3:7])=[N:6][C:2]([CH3:1])=[N:3]4)=[C:12]3[O:13][C:14]=2[CH3:24])=[C:17]([CH3:23])[CH:18]=1.